From a dataset of Forward reaction prediction with 1.9M reactions from USPTO patents (1976-2016). Predict the product of the given reaction. (1) The product is: [Cl:14][C:6]1[C:3]([CH:4]=[O:5])=[C:2]([C:22]2[CH:23]=[CH:24][C:19]([C:17]([O:16][CH3:15])=[O:18])=[CH:20][CH:21]=2)[CH:9]=[C:8]([C:10]([F:13])([F:12])[F:11])[CH:7]=1. Given the reactants Cl[C:2]1[CH:9]=[C:8]([C:10]([F:13])([F:12])[F:11])[CH:7]=[C:6]([Cl:14])[C:3]=1[CH:4]=[O:5].[CH3:15][O:16][C:17]([C:19]1[CH:24]=[CH:23][C:22](B(O)O)=[CH:21][CH:20]=1)=[O:18].[O-]P([O-])([O-])=O.[K+].[K+].[K+], predict the reaction product. (2) Given the reactants Cl[CH:2]([CH:8]1[CH2:13][CH2:12][CH2:11][CH2:10][CH2:9]1)[C:3]([O:5][CH2:6][CH3:7])=[O:4].[F:14][C:15]1[CH:20]=[CH:19][CH:18]=[CH:17][C:16]=1[N+:21]([O-:23])=[O:22].Cl, predict the reaction product. The product is: [CH:8]1([CH:2]([C:19]2[CH:18]=[CH:17][C:16]([N+:21]([O-:23])=[O:22])=[C:15]([F:14])[CH:20]=2)[C:3]([O:5][CH2:6][CH3:7])=[O:4])[CH2:13][CH2:12][CH2:11][CH2:10][CH2:9]1. (3) Given the reactants [CH2:1]([O:3][C:4](=[O:29])[CH2:5][C:6]1[CH:11]=[CH:10][C:9]([O:12][CH3:13])=[C:8]([O:14][C:15]2[CH:20]=[CH:19][C:18](Br)=[CH:17][C:16]=2[CH2:22][N:23]2[CH2:27][CH2:26][O:25][C:24]2=[O:28])[CH:7]=1)[CH3:2].[CH3:30][S:31]([C:34]1[CH:35]=[C:36](B(O)O)[CH:37]=[CH:38][CH:39]=1)(=[O:33])=[O:32], predict the reaction product. The product is: [CH2:1]([O:3][C:4](=[O:29])[CH2:5][C:6]1[CH:11]=[CH:10][C:9]([O:12][CH3:13])=[C:8]([O:14][C:15]2[CH:20]=[CH:19][C:18]([C:38]3[CH:37]=[CH:36][CH:35]=[C:34]([S:31]([CH3:30])(=[O:33])=[O:32])[CH:39]=3)=[CH:17][C:16]=2[CH2:22][N:23]2[CH2:27][CH2:26][O:25][C:24]2=[O:28])[CH:7]=1)[CH3:2]. (4) Given the reactants [CH3:1][C:2]1(C)[CH2:7][CH2:6]CC(C)(C)N1.[Li][CH2:12]CCC.CN([CH2:19][CH2:20][N:21]([CH3:23])[CH3:22])C.[CH2:24]([O:26][C:27]1[N:36]=[C:35]2[C:30]([C:31](=[O:43])[CH:32]=[CH:33][N:34]2[C:37]2[CH:42]=[CH:41][CH:40]=[CH:39][CH:38]=2)=[C:29]([CH3:44])[CH:28]=1)[CH3:25].[NH4+].[Cl-], predict the reaction product. The product is: [CH2:24]([O:26][C:27]1[N:36]=[C:35]2[C:30]([C:31](=[O:43])[C:32]([CH3:33])=[C:23]([N:21]([CH3:22])[C:20]3[CH:19]=[CH:6][CH:7]=[CH:2][CH:1]=3)[N:34]2[C:37]2[CH:42]=[CH:41][CH:40]=[CH:39][CH:38]=2)=[C:29]([CH2:44][CH3:12])[CH:28]=1)[CH3:25]. (5) Given the reactants C[O:2][C:3]([C:5]1[S:6][C:7]([C:30]2[CH:35]=[CH:34][CH:33]=[CH:32][CH:31]=2)=[CH:8][C:9]=1[NH:10][C:11]([NH:13][C:14]1[CH:19]=[CH:18][C:17]([O:20][CH2:21][CH2:22][N:23]2[CH2:27][CH2:26][CH2:25][CH2:24]2)=[C:16]([O:28][CH3:29])[CH:15]=1)=[S:12])=O.[C:36](=O)([O-])[O-].[K+].[K+].CI, predict the reaction product. The product is: [CH3:29][O:28][C:16]1[CH:15]=[C:14]([N:13]2[C:3](=[O:2])[C:5]3[S:6][C:7]([C:30]4[CH:35]=[CH:34][CH:33]=[CH:32][CH:31]=4)=[CH:8][C:9]=3[N:10]=[C:11]2[S:12][CH3:36])[CH:19]=[CH:18][C:17]=1[O:20][CH2:21][CH2:22][N:23]1[CH2:24][CH2:25][CH2:26][CH2:27]1. (6) Given the reactants [F:1][C:2]1[CH:7]=[CH:6][C:5](B(O)O)=[CH:4][CH:3]=1.Br[C:12]1[CH:20]=[CH:19][CH:18]=[C:17]2[C:13]=1[CH2:14][CH:15]([NH:21][C:22](=[O:30])[C:23]1[CH:28]=[CH:27][C:26]([F:29])=[CH:25][CH:24]=1)[CH2:16]2.BrC1C=C2C(=CC=1)CC(NC(=O)C1C=CC(F)=CC=1)C2.O.O.O.O.O.O.O.O.[OH-].[Ba+2].[OH-], predict the reaction product. The product is: [F:29][C:26]1[CH:27]=[CH:28][C:23]([C:22]([NH:21][CH:15]2[CH2:16][C:17]3[C:13](=[CH:12][CH:20]=[C:19]([C:5]4[CH:6]=[CH:7][C:2]([F:1])=[CH:3][CH:4]=4)[CH:18]=3)[CH2:14]2)=[O:30])=[CH:24][CH:25]=1. (7) Given the reactants [NH2:1][C:2]1[CH:7]=[CH:6][C:5]([O:8][CH2:9][C:10]#[CH:11])=[CH:4][C:3]=1[C:12]([C:14]1[CH:19]=[CH:18][C:17]([CH:20]([CH3:22])[CH3:21])=[CH:16][CH:15]=1)=[O:13].[N+:23]([C:26]1[CH:27]=[C:28]([CH:31]=[CH:32][CH:33]=1)[CH2:29]Br)([O-:25])=[O:24].CCN(C(C)C)C(C)C, predict the reaction product. The product is: [CH:20]([C:17]1[CH:16]=[CH:15][C:14]([C:12]([C:3]2[CH:4]=[C:5]([O:8][CH2:9][C:10]#[CH:11])[CH:6]=[CH:7][C:2]=2[NH:1][CH2:29][C:28]2[CH:31]=[CH:32][CH:33]=[C:26]([N+:23]([O-:25])=[O:24])[CH:27]=2)=[O:13])=[CH:19][CH:18]=1)([CH3:22])[CH3:21].